Dataset: Peptide-MHC class I binding affinity with 185,985 pairs from IEDB/IMGT. Task: Regression. Given a peptide amino acid sequence and an MHC pseudo amino acid sequence, predict their binding affinity value. This is MHC class I binding data. (1) The peptide sequence is KRFPKTFGW. The MHC is Mamu-B17 with pseudo-sequence Mamu-B17. The binding affinity (normalized) is 0.721. (2) The peptide sequence is WMGYELWPTK. The MHC is Mamu-B03 with pseudo-sequence Mamu-B03. The binding affinity (normalized) is 0. (3) The peptide sequence is AFFSDLVKF. The MHC is HLA-B39:01 with pseudo-sequence HLA-B39:01. The binding affinity (normalized) is 0.213.